Task: Predict the reaction yield, written as a fraction of the theoretical maximum amount of product (1.0 means a 100% yield; for example, 0.34 means a 34% yield).. Dataset: Reaction yield outcomes from USPTO patents with 853,638 reactions (1) The product is [Cl:18][C:19]1[N:20]=[C:21]([N:24]2[CH2:25][CH2:26][O:27][CH2:28][CH2:29]2)[S:22][C:23]=1[C:14]1[C:13]([CH3:16])=[N:12][N:11]2[C:6]([CH:3]([CH2:4][CH3:5])[CH2:1][CH3:2])=[CH:7][C:8]([CH3:17])=[N:9][C:10]=12. The catalyst is CN(C)C=O.[Cu](I)I.C([O-])(=O)C.[Pd+2].C([O-])(=O)C. The yield is 0.620. The reactants are [CH2:1]([CH:3]([C:6]1[N:11]2[N:12]=[C:13]([CH3:16])[C:14](I)=[C:10]2[N:9]=[C:8]([CH3:17])[CH:7]=1)[CH2:4][CH3:5])[CH3:2].[Cl:18][C:19]1[N:20]=[C:21]([N:24]2[CH2:29][CH2:28][O:27][CH2:26][CH2:25]2)[S:22][CH:23]=1.C(=O)([O-])[O-].[Cs+].[Cs+].C1(P(C2C=CC=CC=2)C2C=CC=CC=2)C=CC=CC=1. (2) The reactants are [Br:1][C:2]1[CH:8]=[CH:7][C:6]([CH3:9])=[CH:5][C:3]=1[NH2:4].C(O[CH:13]=[C:14]([C:20]([O:22][CH2:23][CH3:24])=[O:21])[C:15]([O:17][CH2:18][CH3:19])=[O:16])C. No catalyst specified. The product is [Br:1][C:2]1[CH:8]=[CH:7][C:6]([CH3:9])=[CH:5][C:3]=1[NH:4][CH:13]=[C:14]([C:15]([O:17][CH2:18][CH3:19])=[O:16])[C:20]([O:22][CH2:23][CH3:24])=[O:21]. The yield is 0.840. (3) The reactants are [Si:1]([O:8][C@H:9]([C:36]1[CH:41]=[CH:40][C:39]([F:42])=[CH:38][CH:37]=1)[CH2:10][CH2:11][C@@H:12]1[C@@H:15]([C:16]2[CH:21]=[CH:20][C:19]([C:22]3[CH:27]=[CH:26][CH:25]=[C:24]([OH:28])[CH:23]=3)=[CH:18][CH:17]=2)[N:14]([C:29]2[CH:34]=[CH:33][CH:32]=[CH:31][CH:30]=2)[C:13]1=[O:35])([C:4]([CH3:7])([CH3:6])[CH3:5])([CH3:3])[CH3:2].C1C=CC(N([S:50]([C:53]([F:56])([F:55])[F:54])(=[O:52])=[O:51])[S:50]([C:53]([F:56])([F:55])[F:54])(=[O:52])=[O:51])=CC=1.C(N(CC)CC)C.Cl. The catalyst is ClCCl.CN(C)C1C=CN=CC=1. The product is [F:54][C:53]([F:56])([F:55])[S:50]([O:28][C:24]1[CH:23]=[C:22]([C:19]2[CH:20]=[CH:21][C:16]([C@@H:15]3[C@@H:12]([CH2:11][CH2:10][C@H:9]([O:8][Si:1]([C:4]([CH3:7])([CH3:6])[CH3:5])([CH3:3])[CH3:2])[C:36]4[CH:37]=[CH:38][C:39]([F:42])=[CH:40][CH:41]=4)[C:13](=[O:35])[N:14]3[C:29]3[CH:30]=[CH:31][CH:32]=[CH:33][CH:34]=3)=[CH:17][CH:18]=2)[CH:27]=[CH:26][CH:25]=1)(=[O:52])=[O:51]. The yield is 1.00. (4) The catalyst is ClCCl. The yield is 0.800. The reactants are C(O)CO.[Na].[NH2:6][C:7]1[CH:8]=[CH:9][CH:10]=[C:11]2[C:15]=1[CH:14]1[CH2:16][C:17](=O)[CH2:18][CH2:19][N:13]1[C:12]2=[O:21].O.NN. The product is [NH2:6][C:7]1[CH:8]=[CH:9][CH:10]=[C:11]2[C:15]=1[CH:14]1[CH2:16][CH2:17][CH2:18][CH2:19][N:13]1[C:12]2=[O:21]. (5) The reactants are [NH2:1][C:2]1[CH:3]=[CH:4][C:5]([C:8]([O:10][CH2:11][CH3:12])=[O:9])=[N:6][CH:7]=1.[C:13](O[C:13]([O:15][C:16]([CH3:19])([CH3:18])[CH3:17])=[O:14])([O:15][C:16]([CH3:19])([CH3:18])[CH3:17])=[O:14]. The catalyst is CC(O)(C)C.CC(C)=O.CN(C1C=CN=CC=1)C. The product is [C:16]([O:15][C:13]([NH:1][C:2]1[CH:3]=[CH:4][C:5]([C:8]([O:10][CH2:11][CH3:12])=[O:9])=[N:6][CH:7]=1)=[O:14])([CH3:19])([CH3:18])[CH3:17]. The yield is 0.530. (6) The reactants are [CH3:1][C:2]1[S:3][CH:4]=[CH:5][C:6]=1[C:7]([OH:9])=[O:8].C([N-]C(C)C)(C)C.[Li+].[Br:18][C:19]1[CH:24]=[CH:23][C:22]([O:25][CH3:26])=[C:21]([CH2:27]Br)[CH:20]=1.CO. The catalyst is C1COCC1. The product is [Br:18][C:19]1[CH:24]=[CH:23][C:22]([O:25][CH3:26])=[C:21]([CH2:27][CH2:1][C:2]2[S:3][CH:4]=[CH:5][C:6]=2[C:7]([OH:9])=[O:8])[CH:20]=1. The yield is 0.270. (7) The reactants are [ClH:1].O1CCOCC1.[Br:8][C:9]1[S:13][C:12]([C:14]([N:16]2[CH2:21][CH2:20][N:19](C(OC(C)(C)C)=O)[CH2:18][CH:17]2[CH2:29][O:30][C:31]2[CH:32]=[N:33][CH:34]=[CH:35][CH:36]=2)=[O:15])=[CH:11][CH:10]=1. The catalyst is CO. The product is [ClH:1].[ClH:1].[Br:8][C:9]1[S:13][C:12]([C:14]([N:16]2[CH2:21][CH2:20][NH:19][CH2:18][CH:17]2[CH2:29][O:30][C:31]2[CH:32]=[N:33][CH:34]=[CH:35][CH:36]=2)=[O:15])=[CH:11][CH:10]=1. The yield is 0.590.